This data is from Forward reaction prediction with 1.9M reactions from USPTO patents (1976-2016). The task is: Predict the product of the given reaction. Given the reactants CO[C:3]([C:5]1[S:6][C:7]2[CH:13]=[CH:12][C:11]([CH2:14][C:15]([OH:17])=O)=[CH:10][C:8]=2[CH:9]=1)=[O:4].C(Cl)CCl.[CH:22]1[CH:23]=[CH:24][C:25]2[N:30](O)N=[N:28][C:26]=2[CH:27]=1.[NH2:32][C:33]1[CH:38]=[CH:37][CH:36]=[CH:35][CH:34]=1, predict the reaction product. The product is: [NH2:30][C:25]1[CH:24]=[CH:23][CH:22]=[CH:27][C:26]=1[NH:28][C:3]([C:5]1[S:6][C:7]2[CH:13]=[CH:12][C:11]([CH2:14][C:15]([NH:32][C:33]3[CH:38]=[CH:37][CH:36]=[CH:35][CH:34]=3)=[O:17])=[CH:10][C:8]=2[CH:9]=1)=[O:4].